Dataset: NCI-60 drug combinations with 297,098 pairs across 59 cell lines. Task: Regression. Given two drug SMILES strings and cell line genomic features, predict the synergy score measuring deviation from expected non-interaction effect. Drug 1: CCC(=C(C1=CC=CC=C1)C2=CC=C(C=C2)OCCN(C)C)C3=CC=CC=C3.C(C(=O)O)C(CC(=O)O)(C(=O)O)O. Drug 2: CC1=C(C(=O)C2=C(C1=O)N3CC4C(C3(C2COC(=O)N)OC)N4)N. Cell line: SW-620. Synergy scores: CSS=30.2, Synergy_ZIP=-0.0592, Synergy_Bliss=-1.23, Synergy_Loewe=-28.0, Synergy_HSA=-2.09.